This data is from NCI-60 drug combinations with 297,098 pairs across 59 cell lines. The task is: Regression. Given two drug SMILES strings and cell line genomic features, predict the synergy score measuring deviation from expected non-interaction effect. (1) Drug 1: C1=CC(=CC=C1C#N)C(C2=CC=C(C=C2)C#N)N3C=NC=N3. Drug 2: CC1CCCC2(C(O2)CC(NC(=O)CC(C(C(=O)C(C1O)C)(C)C)O)C(=CC3=CSC(=N3)C)C)C. Cell line: OVCAR-8. Synergy scores: CSS=38.3, Synergy_ZIP=1.08, Synergy_Bliss=-0.557, Synergy_Loewe=-13.1, Synergy_HSA=0.421. (2) Drug 1: CN(C)N=NC1=C(NC=N1)C(=O)N. Drug 2: C1=C(C(=O)NC(=O)N1)F. Cell line: CCRF-CEM. Synergy scores: CSS=18.6, Synergy_ZIP=-21.0, Synergy_Bliss=-32.8, Synergy_Loewe=-25.0, Synergy_HSA=-22.7. (3) Drug 1: COC1=C(C=C2C(=C1)N=CN=C2NC3=CC(=C(C=C3)F)Cl)OCCCN4CCOCC4. Drug 2: CC=C1C(=O)NC(C(=O)OC2CC(=O)NC(C(=O)NC(CSSCCC=C2)C(=O)N1)C(C)C)C(C)C. Cell line: HCT116. Synergy scores: CSS=13.2, Synergy_ZIP=-2.29, Synergy_Bliss=-2.74, Synergy_Loewe=-30.2, Synergy_HSA=-1.50.